Dataset: Reaction yield outcomes from USPTO patents with 853,638 reactions. Task: Predict the reaction yield, written as a fraction of the theoretical maximum amount of product (1.0 means a 100% yield; for example, 0.34 means a 34% yield). (1) The reactants are Cl.[OH:2][C:3]([CH3:8])([CH3:7])[CH2:4][C:5]#[N:6].[CH2:9]([O:11]CC)[CH3:10]. No catalyst specified. The product is [CH2:9]([O:11][C:5](=[NH:6])[CH2:4][C:3]([OH:2])([CH3:8])[CH3:7])[CH3:10]. The yield is 0.720. (2) The reactants are [Cl:1][C:2]1[C:7]([CH2:8][CH2:9][C:10](OCC)=[O:11])=[C:6]([Cl:15])[N:5]=[C:4](/[CH:16]=[CH:17]/[C:18]2[CH:23]=[CH:22][CH:21]=[CH:20][CH:19]=2)[N:3]=1.[H-].[Al+3].[Li+].[H-].[H-].[H-]. The catalyst is C1COCC1. The product is [Cl:15][C:6]1[C:7]([CH2:8][CH2:9][CH2:10][OH:11])=[C:2]([Cl:1])[N:3]=[C:4](/[CH:16]=[CH:17]/[C:18]2[CH:23]=[CH:22][CH:21]=[CH:20][CH:19]=2)[N:5]=1. The yield is 0.860. (3) The reactants are [F:1][C:2]1([F:30])[CH2:7][CH2:6][N:5]([C:8]([C:10]2[NH:11][C:12]3[C:17]([CH:18]=2)=[CH:16][C:15]([C:19]([N:21]2[CH2:26][CH2:25][N:24]([CH:27]([CH3:29])[CH3:28])[CH2:23][CH2:22]2)=[O:20])=[CH:14][CH:13]=3)=[O:9])[CH2:4][CH2:3]1.[Cl:31][C:32]1[CH:37]=[C:36](B(O)O)[CH:35]=[CH:34][N:33]=1.N1C=CC=CC=1. The catalyst is C([O-])(=O)C.[Cu+2].C([O-])(=O)C.C(Cl)(Cl)Cl. The product is [Cl:31][C:32]1[CH:37]=[C:36]([N:11]2[C:12]3[C:17](=[CH:16][C:15]([C:19]([N:21]4[CH2:22][CH2:23][N:24]([CH:27]([CH3:28])[CH3:29])[CH2:25][CH2:26]4)=[O:20])=[CH:14][CH:13]=3)[CH:18]=[C:10]2[C:8]([N:5]2[CH2:6][CH2:7][C:2]([F:1])([F:30])[CH2:3][CH2:4]2)=[O:9])[CH:35]=[CH:34][N:33]=1. The yield is 0.200. (4) The reactants are [CH2:1]([O:3][C:4](=[O:14])[C:5]#[C:6][C:7]1[CH:12]=[CH:11][CH:10]=[C:9]([Cl:13])[CH:8]=1)[CH3:2].[C:15]([O:19][C:20]([N:22]1[C:31]2[C:26](=[CH:27][CH:28]=[C:29]([CH2:32][CH2:33][O:34][C:35]3[CH:36]=[C:37]4[C:41](=[CH:42][CH:43]=3)[NH:40][CH:39]=[CH:38]4)[N:30]=2)[CH2:25][CH2:24][CH2:23]1)=[O:21])([CH3:18])([CH3:17])[CH3:16]. No catalyst specified. The product is [C:15]([O:19][C:20]([N:22]1[C:31]2[C:26](=[CH:27][CH:28]=[C:29]([CH2:32][CH2:33][O:34][C:35]3[CH:36]=[C:37]4[C:41](=[CH:42][CH:43]=3)[N:40]([C:6]([C:7]3[CH:12]=[CH:11][CH:10]=[C:9]([Cl:13])[CH:8]=3)=[CH:5][C:4]([O:3][CH2:1][CH3:2])=[O:14])[CH:39]=[CH:38]4)[N:30]=2)[CH2:25][CH2:24][CH2:23]1)=[O:21])([CH3:18])([CH3:16])[CH3:17]. The yield is 0.900. (5) The product is [CH3:13][O:14][C:15]1[CH:23]=[CH:22][CH:21]=[CH:20][C:16]=1[C:17]([N:2]([CH3:1])[CH2:3][CH2:4][C:5]#[C:6][C:7]1[CH:12]=[CH:11][CH:10]=[CH:9][N:8]=1)=[O:18]. No catalyst specified. The reactants are [CH3:1][NH:2][CH2:3][CH2:4][C:5]#[C:6][C:7]1[CH:12]=[CH:11][CH:10]=[CH:9][N:8]=1.[CH3:13][O:14][C:15]1[CH:23]=[CH:22][CH:21]=[CH:20][C:16]=1[C:17](Cl)=[O:18]. The yield is 0.770. (6) The reactants are [OH-].[Na+].[CH3:3][C:4]1[CH:5]=[C:6]([C:11]2[N:15]([NH2:16])[C:14]([CH3:18])([CH3:17])[O:13][N:12]=2)[CH:7]=[C:8]([CH3:10])[CH:9]=1.[CH2:19]([C:21]1[C:29]([O:30][CH3:31])=[CH:28][CH:27]=[CH:26][C:22]=1[C:23](Cl)=[O:24])[CH3:20].O. The catalyst is C1(C)C=CC=CC=1.C(Cl)(Cl)Cl. The product is [CH3:3][C:4]1[CH:5]=[C:6]([C:11]2[N:15]([NH:16][C:23](=[O:24])[C:22]3[CH:26]=[CH:27][CH:28]=[C:29]([O:30][CH3:31])[C:21]=3[CH2:19][CH3:20])[C:14]([CH3:18])([CH3:17])[O:13][N:12]=2)[CH:7]=[C:8]([CH3:10])[CH:9]=1. The yield is 0.290. (7) The reactants are [C:1](=[O:4])([O-])[O-].[K+].[K+].[F:7][C:8]1[CH:9]=[C:10](O)[CH:11]=[CH:12][C:13]=1[N+:14]([O-:16])=[O:15].CI. The catalyst is CC(CC)=O.O. The product is [F:7][C:8]1[CH:9]=[C:10]([O:4][CH3:1])[CH:11]=[CH:12][C:13]=1[N+:14]([O-:16])=[O:15]. The yield is 0.970. (8) The reactants are [C:1]([C:5]1[CH:10]=[CH:9][C:8]([S:11][C:12]2[C:49]3[C:16](=[CH:17][C:18]4[C:19](=[O:119])[C:20]5[C:45]([C:46](=[O:50])[C:47]=4[CH:48]=3)=[CH:44][C:43]3[C:22](=[C:23]([S:108][C:109]4[CH:114]=[CH:113][C:112]([C:115]([CH3:118])([CH3:117])[CH3:116])=[CH:111][CH:110]=4)[C:24]4[C:41]([C:42]=3[S:51][C:52]3[CH:57]=[CH:56][C:55]([C:58]([CH3:61])([CH3:60])[CH3:59])=[CH:54][CH:53]=3)=[CH:40][C:39]3[C:38](=[O:62])[C:37]6[C:28](=[CH:29][C:30]7[C:35]([CH:36]=6)=[C:34]([S:63][C:64]6[CH:69]=[CH:68][C:67]([C:70]([CH3:73])([CH3:72])[CH3:71])=[CH:66][CH:65]=6)[C:33]([S:74][C:75]6[CH:80]=[CH:79][C:78]([C:81]([CH3:84])([CH3:83])[CH3:82])=[CH:77][CH:76]=6)=[C:32]([S:85][C:86]6[CH:91]=[CH:90][C:89]([C:92]([CH3:95])([CH3:94])[CH3:93])=[CH:88][CH:87]=6)[C:31]=7[S:96][C:97]6[CH:102]=[CH:101][C:100]([C:103]([CH3:106])([CH3:105])[CH3:104])=[CH:99][CH:98]=6)[C:27](=[O:107])[C:26]=3[CH:25]=4)[CH:21]=5)[C:15]([S:120][C:121]3[CH:126]=[CH:125][C:124]([C:127]([CH3:130])([CH3:129])[CH3:128])=[CH:123][CH:122]=3)=[C:14]([S:131][C:132]3[CH:137]=[CH:136][C:135]([C:138]([CH3:141])([CH3:140])[CH3:139])=[CH:134][CH:133]=3)[C:13]=2[S:142][C:143]2[CH:148]=[CH:147][C:146]([C:149]([CH3:152])([CH3:151])[CH3:150])=[CH:145][CH:144]=2)=[CH:7][CH:6]=1)([CH3:4])([CH3:3])[CH3:2].[BH4-].[Na+]. The catalyst is C1COCC1. The product is [C:1]([C:5]1[CH:6]=[CH:7][C:8]([S:11][C:12]2[C:49]3[C:16](=[CH:17][C:18]4[CH:19]([OH:119])[C:20]5[C:45]([CH:46]([OH:50])[C:47]=4[CH:48]=3)=[CH:44][C:43]3[C:22](=[C:23]([S:108][C:109]4[CH:110]=[CH:111][C:112]([C:115]([CH3:116])([CH3:117])[CH3:118])=[CH:113][CH:114]=4)[C:24]4[C:41]([C:42]=3[S:51][C:52]3[CH:53]=[CH:54][C:55]([C:58]([CH3:59])([CH3:60])[CH3:61])=[CH:56][CH:57]=3)=[CH:40][C:39]3[CH:38]([OH:62])[C:37]6[C:28](=[CH:29][C:30]7[C:35]([CH:36]=6)=[C:34]([S:63][C:64]6[CH:65]=[CH:66][C:67]([C:70]([CH3:71])([CH3:72])[CH3:73])=[CH:68][CH:69]=6)[C:33]([S:74][C:75]6[CH:80]=[CH:79][C:78]([C:81]([CH3:82])([CH3:83])[CH3:84])=[CH:77][CH:76]=6)=[C:32]([S:85][C:86]6[CH:91]=[CH:90][C:89]([C:92]([CH3:95])([CH3:94])[CH3:93])=[CH:88][CH:87]=6)[C:31]=7[S:96][C:97]6[CH:102]=[CH:101][C:100]([C:103]([CH3:106])([CH3:105])[CH3:104])=[CH:99][CH:98]=6)[CH:27]([OH:107])[C:26]=3[CH:25]=4)[CH:21]=5)[C:15]([S:120][C:121]3[CH:122]=[CH:123][C:124]([C:127]([CH3:130])([CH3:129])[CH3:128])=[CH:125][CH:126]=3)=[C:14]([S:131][C:132]3[CH:137]=[CH:136][C:135]([C:138]([CH3:141])([CH3:140])[CH3:139])=[CH:134][CH:133]=3)[C:13]=2[S:142][C:143]2[CH:148]=[CH:147][C:146]([C:149]([CH3:152])([CH3:151])[CH3:150])=[CH:145][CH:144]=2)=[CH:9][CH:10]=1)([CH3:2])([CH3:3])[CH3:4]. The yield is 0.940. (9) The reactants are [CH3:1][S:2]([O:5][CH:6]1[CH2:9][N:8](C(C2C=CC=CC=2)C2C=CC=CC=2)[CH2:7]1)(=[O:4])=[O:3].[Cl:23]CCOC(Cl)=O. The catalyst is ClCCl. The product is [ClH:23].[CH3:1][S:2]([O:5][CH:6]1[CH2:9][NH:8][CH2:7]1)(=[O:4])=[O:3]. The yield is 1.00. (10) The reactants are [CH3:1][C:2]([CH3:21])([CH3:20])[C:3](=[O:19])[CH2:4][NH:5][C:6]([C:8]1([NH:11]C(=O)OC(C)(C)C)[CH2:10][CH2:9]1)=O.[OH-].[Na+]. The catalyst is S(=O)(=O)(O)O. The product is [C:2]([C:3]1[O:19][C:6]([C:8]2([NH2:11])[CH2:10][CH2:9]2)=[N:5][CH:4]=1)([CH3:21])([CH3:20])[CH3:1]. The yield is 0.510.